This data is from Catalyst prediction with 721,799 reactions and 888 catalyst types from USPTO. The task is: Predict which catalyst facilitates the given reaction. (1) Reactant: I[C:2]1[N:3]=[C:4]2[C:10]3[CH:11]=[CH:12][C:13]([C:15]([O:17][CH3:18])=[O:16])=[CH:14][C:9]=3[O:8][CH2:7][CH2:6][N:5]2[CH:19]=1.[Cu](C#N)[C:21]#[N:22]. Product: [C:21]([C:2]1[N:3]=[C:4]2[C:10]3[CH:11]=[CH:12][C:13]([C:15]([O:17][CH3:18])=[O:16])=[CH:14][C:9]=3[O:8][CH2:7][CH2:6][N:5]2[CH:19]=1)#[N:22]. The catalyst class is: 3. (2) Reactant: C([N:8]1[CH2:13][CH2:12][Si:11]([CH3:15])([CH3:14])[CH2:10][CH2:9]1)C1C=CC=CC=1.[ClH:16]. Product: [ClH:16].[CH3:14][Si:11]1([CH3:15])[CH2:12][CH2:13][NH:8][CH2:9][CH2:10]1. The catalyst class is: 14. (3) Reactant: Cl.Cl.[NH:3]1[CH:7]=[C:6]([NH2:8])[CH:5]=[N:4]1.C(=NO)C1C(=CC=CC=1)O.C(=O)([O-])[O-].[Cs+].[Cs+].[Br:25][C:26]1[CH:31]=[CH:30][C:29](I)=[CH:28][C:27]=1[O:33][CH3:34]. Product: [Br:25][C:26]1[CH:31]=[CH:30][C:29]([N:3]2[CH:7]=[C:6]([NH2:8])[CH:5]=[N:4]2)=[CH:28][C:27]=1[O:33][CH3:34]. The catalyst class is: 9. (4) The catalyst class is: 130. Reactant: [BH4-].[Na+].[CH3:3][C:4]1[CH:9]=[C:8]([C:10]([N:12]2[CH2:21][C:20]3[CH:19]=[N:18][N:17]([CH3:22])[C:16]=3[NH:15][C:14]3[CH:23]=[CH:24][CH:25]=[CH:26][C:13]2=3)=[O:11])[CH:7]=[CH:6][C:5]=1[CH2:27][CH2:28][C:29]([N:31]1[CH2:36][CH2:35][C:34](=[O:37])[CH2:33][CH2:32]1)=[O:30]. Product: [OH:37][CH:34]1[CH2:33][CH2:32][N:31]([C:29](=[O:30])[CH2:28][CH2:27][C:5]2[CH:6]=[CH:7][C:8]([C:10]([N:12]3[CH2:21][C:20]4[CH:19]=[N:18][N:17]([CH3:22])[C:16]=4[NH:15][C:14]4[CH:23]=[CH:24][CH:25]=[CH:26][C:13]3=4)=[O:11])=[CH:9][C:4]=2[CH3:3])[CH2:36][CH2:35]1.